The task is: Predict which catalyst facilitates the given reaction.. This data is from Catalyst prediction with 721,799 reactions and 888 catalyst types from USPTO. (1) The catalyst class is: 12. Product: [CH2:25]1[C:33]2[C:28](=[CH:29][CH:30]=[CH:31][CH:32]=2)[CH2:27][N:26]1[C:6]1[N:5]=[C:4]([NH:15][C:16]2[CH:17]=[C:18]3[C:22](=[CH:23][CH:24]=2)[NH:21][N:20]=[CH:19]3)[C:3]([O:2][CH3:1])=[C:8]([O:9][CH3:10])[N:7]=1. Reactant: [CH3:1][O:2][C:3]1[C:4]([NH:15][C:16]2[CH:17]=[C:18]3[C:22](=[CH:23][CH:24]=2)[NH:21][N:20]=[CH:19]3)=[N:5][C:6](S(C)(=O)=O)=[N:7][C:8]=1[O:9][CH3:10].[CH2:25]1[C:33]2[C:28](=[CH:29][CH:30]=[CH:31][CH:32]=2)[CH2:27][NH:26]1. (2) Reactant: Cl[C:2]1[N:6]([CH:7]2[CH2:12][CH2:11][N:10]([C:13]3([C:20]4[CH:25]=[CH:24][CH:23]=[CH:22][CH:21]=4)[CH2:19][CH2:18][CH2:17][CH2:16][CH2:15][CH2:14]3)[CH2:9][CH2:8]2)[C:5]2[CH:26]=[CH:27][CH:28]=[CH:29][C:4]=2[N:3]=1.[CH3:30][NH2:31]. Product: [CH3:30][NH:31][C:2]1[N:6]([CH:7]2[CH2:8][CH2:9][N:10]([C:13]3([C:20]4[CH:25]=[CH:24][CH:23]=[CH:22][CH:21]=4)[CH2:14][CH2:15][CH2:16][CH2:17][CH2:18][CH2:19]3)[CH2:11][CH2:12]2)[C:5]2[CH:26]=[CH:27][CH:28]=[CH:29][C:4]=2[N:3]=1. The catalyst class is: 5. (3) Reactant: [CH2:1]([O:3][C:4](=[O:52])[C@@H:5]([O:49][CH2:50][CH3:51])[CH2:6][C:7]1[CH:12]=[CH:11][C:10]([O:13][CH2:14]/[CH:15]=[CH:16]/[C:17]#[C:18][C:19]2[CH:24]=[CH:23][C:22]([C:25]#[C:26]/[CH:27]=[CH:28]/[CH2:29][O:30][C:31]3[CH:36]=[CH:35][C:34]([CH2:37][C@H:38]([O:44][CH2:45][CH3:46])[C:39]([O:41]CC)=[O:40])=[CH:33][C:32]=3[Br:47])=[CH:21][CH:20]=2)=[C:9]([Br:48])[CH:8]=1)[CH3:2].[OH-].[Na+]. The catalyst class is: 219. Product: [Br:47][C:32]1[CH:33]=[C:34]([CH2:37][C@H:38]([O:44][CH2:45][CH3:46])[C:39]([OH:41])=[O:40])[CH:35]=[CH:36][C:31]=1[O:30][CH2:29]/[CH:28]=[CH:27]/[C:26]#[C:25][C:22]1[CH:21]=[CH:20][C:19]([C:18]#[C:17]/[CH:16]=[CH:15]/[CH2:14][O:13][C:10]2[CH:11]=[CH:12][C:7]([CH2:6][C@H:5]([O:49][CH2:50][CH3:51])[C:4]([O:3][CH2:1][CH3:2])=[O:52])=[CH:8][C:9]=2[Br:48])=[CH:24][CH:23]=1. (4) Reactant: Cl.[C:2]([N:5]1[CH2:10][CH2:9][CH:8]([NH2:11])[CH2:7][CH2:6]1)(=[O:4])[CH3:3].C(N(C(C)C)CC)(C)C.[F:21][C:22]1[CH:27]=[CH:26][C:25]([S:28](Cl)(=[O:30])=[O:29])=[CH:24][CH:23]=1. Product: [C:2]([N:5]1[CH2:10][CH2:9][CH:8]([NH:11][S:28]([C:25]2[CH:26]=[CH:27][C:22]([F:21])=[CH:23][CH:24]=2)(=[O:30])=[O:29])[CH2:7][CH2:6]1)(=[O:4])[CH3:3]. The catalyst class is: 4.